Dataset: Catalyst prediction with 721,799 reactions and 888 catalyst types from USPTO. Task: Predict which catalyst facilitates the given reaction. (1) Reactant: [C:1]12([CH2:11][O:12][C:13]3[C:18]([CH:19]4[CH2:21][CH2:20]4)=[CH:17][N:16]4[CH:22]=[N:23][N:24]=[C:15]4[CH:14]=3)[CH2:10][CH:5]3[CH2:6][CH:7]([CH2:9][CH:3]([CH2:4]3)[CH2:2]1)[CH2:8]2.[Br:25]N1C(=O)CCC1=O. Product: [C:1]12([CH2:11][O:12][C:13]3[C:18]([CH:19]4[CH2:21][CH2:20]4)=[CH:17][N:16]4[C:22]([Br:25])=[N:23][N:24]=[C:15]4[CH:14]=3)[CH2:8][CH:7]3[CH2:9][CH:3]([CH2:4][CH:5]([CH2:6]3)[CH2:10]1)[CH2:2]2. The catalyst class is: 4. (2) Reactant: [NH2:1]/[C:2](/OCC)=[CH:3]\[C:4](=O)[C:5]([F:8])([F:7])[F:6].[CH3:13][NH:14][NH2:15]. Product: [CH3:13][N:14]1[C:2]([NH2:1])=[CH:3][C:4]([C:5]([F:8])([F:7])[F:6])=[N:15]1. The catalyst class is: 14. (3) Reactant: Cl[C:2]1[N:7]=[C:6]([NH:8][CH:9]([C:11]2[CH:16]=[CH:15][C:14]([F:17])=[CH:13][CH:12]=2)[CH3:10])[CH:5]=[N:4][CH:3]=1.[F:18][C:19]1[C:24]([CH:25]=[O:26])=[CH:23][CH:22]=[CH:21][C:20]=1B(O)O.C(=O)([O-])[O-].[Cs+].[Cs+].O. Product: [F:18][C:19]1[C:20]([C:2]2[CH:3]=[N:4][CH:5]=[C:6]([NH:8][CH:9]([C:11]3[CH:16]=[CH:15][C:14]([F:17])=[CH:13][CH:12]=3)[CH3:10])[N:7]=2)=[CH:21][CH:22]=[CH:23][C:24]=1[CH:25]=[O:26]. The catalyst class is: 38. (4) Reactant: [CH3:1][O:2][CH2:3][O:4][C:5]1[CH:10]=[C:9]([O:11][CH2:12][O:13][CH3:14])[CH:8]=[C:7]([O:15]CC=C(C)C)[C:6]=1[C:21](=[O:23])[CH3:22].CN(C)C1C=CC=CC=1.[C:33]1([CH:39]=C[C:39]([C:33]2[CH:38]=CC=[CH:35][CH:34]=2)=O)[CH:38]=CC=[CH:35][CH:34]=1. Product: [OH:15][C:7]1[C:6]([C:21](=[O:23])[CH3:22])=[C:5]([O:4][CH2:3][O:2][CH3:1])[C:10]([CH2:35][CH:34]=[C:33]([CH3:39])[CH3:38])=[C:9]([O:11][CH2:12][O:13][CH3:14])[CH:8]=1. The catalyst class is: 828. (5) Reactant: [C:1]([CH:3]([C:9]1([CH3:19])[CH2:14][C:13]([CH3:16])([CH3:15])[CH2:12][C:11]([CH3:18])([CH3:17])[CH2:10]1)[C:4]([O:6][CH2:7][CH3:8])=[O:5])#[N:2].[H-].[Na+].[CH2:22](Br)[CH:23]=[CH2:24].O. The catalyst class is: 16. Product: [C:1]([C:3]([C:9]1([CH3:19])[CH2:14][C:13]([CH3:16])([CH3:15])[CH2:12][C:11]([CH3:18])([CH3:17])[CH2:10]1)([CH2:24][CH:23]=[CH2:22])[C:4]([O:6][CH2:7][CH3:8])=[O:5])#[N:2].